This data is from Forward reaction prediction with 1.9M reactions from USPTO patents (1976-2016). The task is: Predict the product of the given reaction. (1) Given the reactants [Cl:1][C:2]1[CH:3]=[C:4](B2OC(C)(C)C(C)(C)O2)[CH:5]=[CH:6][CH:7]=1.[C:17](=[O:20])([O-])[O-:18].[Cs+].[Cs+].COC([C:27]1[CH:28]=[N:29][CH:30]=[C:31](Br)[CH:32]=1)=O.[CH2:34](COC)OC, predict the reaction product. The product is: [CH3:34][O:18][C:17]([C:28]1[CH:27]=[CH:32][CH:31]=[C:30]([C:4]2[CH:5]=[CH:6][CH:7]=[C:2]([Cl:1])[CH:3]=2)[N:29]=1)=[O:20]. (2) Given the reactants O.O[O:3][S:4]([O-:6])=O.[K+].[CH2:8]1[CH:15]2[C:11]3([C:17]([NH:19][C:20]4[S:28][C:23]5[CH2:24][O:25][CH2:26][CH2:27][C:22]=5[C:21]=4[C:29]([NH:31][CH2:32][CH2:33]SC)=[O:30])=[O:18])[CH2:12][CH:13]([CH2:16][CH:9]1[CH2:10]3)[CH2:14]2.[CH3:36]O, predict the reaction product. The product is: [CH2:14]1[CH:15]2[C:11]3([C:17]([NH:19][C:20]4[S:28][C:23]5[CH2:24][O:25][CH2:26][CH2:27][C:22]=5[C:21]=4[C:29]([NH:31][CH2:32][CH2:33][S:4]([CH3:36])(=[O:6])=[O:3])=[O:30])=[O:18])[CH2:10][CH:9]([CH2:16][CH:13]1[CH2:12]3)[CH2:8]2. (3) Given the reactants [Cl:1][C:2]1[CH:7]=[CH:6][CH:5]=[C:4]([CH3:8])[C:3]=1[NH:9][C:10]1[NH:11][C:12]2[C:18]3[CH2:19][C:20]([CH3:23])([CH3:22])[O:21][C:17]=3[C:16]([C:24]([OH:26])=O)=[CH:15][C:13]=2[N:14]=1.S(Cl)(Cl)=O.[F:31][CH:32]([F:41])[C:33]1[CH:34]=[CH:35][C:36]([F:40])=[C:37]([CH:39]=1)[NH2:38].CCN(C(C)C)C(C)C, predict the reaction product. The product is: [Cl:1][C:2]1[CH:7]=[CH:6][CH:5]=[C:4]([CH3:8])[C:3]=1[NH:9][C:10]1[NH:11][C:12]2[C:18]3[CH2:19][C:20]([CH3:22])([CH3:23])[O:21][C:17]=3[C:16]([C:24]([NH:38][C:37]3[CH:39]=[C:33]([CH:32]([F:31])[F:41])[CH:34]=[CH:35][C:36]=3[F:40])=[O:26])=[CH:15][C:13]=2[N:14]=1. (4) Given the reactants [C:1]([O:5][C:6](=[O:23])[NH:7][C:8]1[S:9][C:10]2[CH2:11][N:12](C(=O)C(F)(F)F)[CH2:13][CH2:14][C:15]=2[N:16]=1)([CH3:4])([CH3:3])[CH3:2].C(=O)([O-])[O-].[K+].[K+], predict the reaction product. The product is: [C:1]([O:5][C:6](=[O:23])[NH:7][C:8]1[S:9][C:10]2[CH2:11][NH:12][CH2:13][CH2:14][C:15]=2[N:16]=1)([CH3:4])([CH3:2])[CH3:3]. (5) Given the reactants [Cl:1][C:2]1[CH:3]=[C:4]([C:8]2[CH:9]=[C:10]([C:13]([O:15][CH2:16][CH3:17])=[O:14])[O:11][CH:12]=2)[CH:5]=[CH:6][CH:7]=1.[Br:18]Br.C(=O)([O-])[O-].[Na+].[Na+], predict the reaction product. The product is: [Br:18][C:12]1[O:11][C:10]([C:13]([O:15][CH2:16][CH3:17])=[O:14])=[CH:9][C:8]=1[C:4]1[CH:5]=[CH:6][CH:7]=[C:2]([Cl:1])[CH:3]=1. (6) Given the reactants [Br:1][C:2]1[CH:3]=[C:4]([CH2:12][C:13]([OH:15])=[O:14])[CH:5]=[C:6]([C:8]([F:11])([F:10])[F:9])[CH:7]=1.[CH3:16][Si]([N-][Si](C)(C)C)(C)C.[Li+].IC.Cl, predict the reaction product. The product is: [Br:1][C:2]1[CH:3]=[C:4]([CH:12]([CH3:16])[C:13]([OH:15])=[O:14])[CH:5]=[C:6]([C:8]([F:11])([F:10])[F:9])[CH:7]=1. (7) Given the reactants [OH:1][CH:2]1[CH:7]([C:8]2[CH:13]=[CH:12][C:11]([O:14][CH2:15][CH2:16][O:17][CH2:18][CH2:19][C:20]3[CH:25]=[CH:24][CH:23]=[CH:22][CH:21]=3)=[CH:10][CH:9]=2)[CH2:6][CH2:5][N:4]([C:26]([O:28][C:29]([CH3:32])([CH3:31])[CH3:30])=[O:27])[CH2:3]1.[CH3:33][S:34][C:35]1[CH:42]=[CH:41][C:38]([CH2:39]Cl)=[CH:37][CH:36]=1, predict the reaction product. The product is: [CH3:33][S:34][C:35]1[CH:42]=[CH:41][C:38]([CH2:39][O:1][CH:2]2[CH:7]([C:8]3[CH:9]=[CH:10][C:11]([O:14][CH2:15][CH2:16][O:17][CH2:18][CH2:19][C:20]4[CH:21]=[CH:22][CH:23]=[CH:24][CH:25]=4)=[CH:12][CH:13]=3)[CH2:6][CH2:5][N:4]([C:26]([O:28][C:29]([CH3:32])([CH3:31])[CH3:30])=[O:27])[CH2:3]2)=[CH:37][CH:36]=1.